This data is from Forward reaction prediction with 1.9M reactions from USPTO patents (1976-2016). The task is: Predict the product of the given reaction. (1) Given the reactants [F:1][C:2]1[CH:7]=[CH:6][C:5]([C:8]2([OH:27])[CH2:15][CH:14]3[CH:10]([CH2:11][CH:12]([NH:16][CH2:17][C:18]([N:20]4[CH2:24][CH2:23][CH2:22][CH:21]4[C:25]#[N:26])=[O:19])[CH2:13]3)[CH2:9]2)=[CH:4][CH:3]=1.[ClH:28], predict the reaction product. The product is: [ClH:28].[F:1][C:2]1[CH:3]=[CH:4][C:5]([C:8]2([OH:27])[CH2:15][CH:14]3[CH:10]([CH2:11][CH:12]([NH:16][CH2:17][C:18]([N:20]4[CH2:24][CH2:23][CH2:22][CH:21]4[C:25]#[N:26])=[O:19])[CH2:13]3)[CH2:9]2)=[CH:6][CH:7]=1. (2) The product is: [C:3]([C:7]1[N:11]([CH2:12][CH:13]2[CH2:14][CH2:15][O:16][CH2:17][CH2:18]2)[C:10]2[CH:19]=[CH:20][C:21]([S:23]([N:26]3[CH2:31][CH2:30][CH2:29][CH:28]([C:32]([OH:34])=[O:33])[CH2:27]3)(=[O:25])=[O:24])=[CH:22][C:9]=2[N:8]=1)([CH3:6])([CH3:4])[CH3:5]. Given the reactants [OH-].[Na+].[C:3]([C:7]1[N:11]([CH2:12][CH:13]2[CH2:18][CH2:17][O:16][CH2:15][CH2:14]2)[C:10]2[CH:19]=[CH:20][C:21]([S:23]([N:26]3[CH2:31][CH2:30][CH2:29][CH:28]([C:32]([O:34]CC)=[O:33])[CH2:27]3)(=[O:25])=[O:24])=[CH:22][C:9]=2[N:8]=1)([CH3:6])([CH3:5])[CH3:4], predict the reaction product. (3) Given the reactants [NH2:1][CH2:2][CH:3]([C:9]1[CH:14]=[CH:13][C:12]([CH2:15][O:16][Si:17]([CH:24]([CH3:26])[CH3:25])([CH:21]([CH3:23])[CH3:22])[CH:18]([CH3:20])[CH3:19])=[CH:11][CH:10]=1)[C:4]([O:6][CH2:7][CH3:8])=[O:5].[CH3:27][C:28]([O:31][C:32](O[C:32]([O:31][C:28]([CH3:30])([CH3:29])[CH3:27])=[O:33])=[O:33])([CH3:30])[CH3:29].C(N(CC)CC)C, predict the reaction product. The product is: [C:28]([O:31][C:32]([NH:1][CH2:2][CH:3]([C:9]1[CH:10]=[CH:11][C:12]([CH2:15][O:16][Si:17]([CH:24]([CH3:25])[CH3:26])([CH:18]([CH3:19])[CH3:20])[CH:21]([CH3:23])[CH3:22])=[CH:13][CH:14]=1)[C:4]([O:6][CH2:7][CH3:8])=[O:5])=[O:33])([CH3:30])([CH3:29])[CH3:27]. (4) Given the reactants [Cl:1][C:2]1[CH:9]=[C:8]([N:10]([CH2:16][C:17]2[CH:22]=[CH:21][CH:20]=[CH:19][C:18]=2[CH3:23])[C@H:11]2[CH2:15][CH2:14][NH:13][CH2:12]2)[CH:7]=[CH:6][C:3]=1[C:4]#[N:5].[N:24]1[CH:29]=[CH:28][C:27]([CH:30]=O)=[CH:26][CH:25]=1, predict the reaction product. The product is: [Cl:1][C:2]1[CH:9]=[C:8]([N:10]([CH2:16][C:17]2[CH:22]=[CH:21][CH:20]=[CH:19][C:18]=2[CH3:23])[C@H:11]2[CH2:15][CH2:14][N:13]([CH2:30][C:27]3[CH:28]=[CH:29][N:24]=[CH:25][CH:26]=3)[CH2:12]2)[CH:7]=[CH:6][C:3]=1[C:4]#[N:5]. (5) The product is: [CH3:8][C:1]1[CH:6]=[CH:5][C:4]([CH3:7])=[CH:3][C:2]=1[C:9](=[O:13])[CH:10]=[CH2:11]. Given the reactants [C:1]1([CH3:8])[CH:6]=[CH:5][C:4]([CH3:7])=[CH:3][CH:2]=1.[C:9](Cl)(=[O:13])[C:10](C)=[CH2:11].[Cl-].[Al+3].[Cl-].[Cl-], predict the reaction product.